From a dataset of Catalyst prediction with 721,799 reactions and 888 catalyst types from USPTO. Predict which catalyst facilitates the given reaction. (1) The catalyst class is: 1. Reactant: [C:1]1([CH3:9])[CH:6]=[CH:5][CH:4]=[CH:3][C:2]=1[Mg]Cl.[C:10]([NH:14][C:15](=[O:23])[C:16]1[CH:21]=[CH:20][C:19]([Cl:22])=[N:18][CH:17]=1)([CH3:13])([CH3:12])[CH3:11].CO.ClC1C(=O)C(C#N)=C(C#N)C(=O)C=1Cl. Product: [C:10]([NH:14][C:15](=[O:23])[C:16]1[C:21]([C:2]2[CH:3]=[CH:4][CH:5]=[CH:6][C:1]=2[CH3:9])=[CH:20][C:19]([Cl:22])=[N:18][CH:17]=1)([CH3:13])([CH3:11])[CH3:12]. (2) Reactant: [CH:1]1([CH2:6][C@H:7]([C:11]2[CH:16]=[CH:15][C:14]([S:17]([CH3:20])(=[O:19])=[O:18])=[C:13]([O:21][CH3:22])[CH:12]=2)[C:8]([OH:10])=O)[CH2:5][CH2:4][CH2:3][CH2:2]1.C(Cl)(=O)C(Cl)=O.[NH2:29][C:30]1[CH:34]=[CH:33][N:32]([CH2:35][C:36]([CH3:39])([OH:38])[CH3:37])[N:31]=1.N1C(C)=CC=CC=1C. Product: [CH:1]1([CH2:6][C@H:7]([C:11]2[CH:16]=[CH:15][C:14]([S:17]([CH3:20])(=[O:18])=[O:19])=[C:13]([O:21][CH3:22])[CH:12]=2)[C:8]([NH:29][C:30]2[CH:34]=[CH:33][N:32]([CH2:35][C:36]([OH:38])([CH3:37])[CH3:39])[N:31]=2)=[O:10])[CH2:2][CH2:3][CH2:4][CH2:5]1. The catalyst class is: 306. (3) Reactant: [C:1]1(/[C:7](=[CH:11]\[C:12]2[CH:17]=[CH:16][CH:15]=[CH:14][CH:13]=2)/[C:8]([OH:10])=O)[CH:6]=[CH:5][CH:4]=[CH:3][CH:2]=1.[CH3:18][O:19][C:20](=[O:28])[CH2:21][CH2:22][CH2:23][CH2:24][CH2:25][CH2:26][NH2:27].CCN=C=NCCCN(C)C.C1C=CC2N(O)N=NC=2C=1. Product: [C:1]1(/[C:7](=[CH:11]\[C:12]2[CH:17]=[CH:16][CH:15]=[CH:14][CH:13]=2)/[C:8]([NH:27][CH2:26][CH2:25][CH2:24][CH2:23][CH2:22][CH2:21][C:20]([O:19][CH3:18])=[O:28])=[O:10])[CH:2]=[CH:3][CH:4]=[CH:5][CH:6]=1. The catalyst class is: 18. (4) The catalyst class is: 5. Reactant: [CH2:1]([N:3]([CH:16]1[CH2:21][CH2:20][O:19][CH2:18][CH2:17]1)[C:4]1[N:11]=[CH:10][C:9]([C:12]([F:15])([F:14])[F:13])=[CH:8][C:5]=1[CH:6]=[O:7])[CH3:2].[BH4-].[Na+]. Product: [CH2:1]([N:3]([CH:16]1[CH2:17][CH2:18][O:19][CH2:20][CH2:21]1)[C:4]1[C:5]([CH2:6][OH:7])=[CH:8][C:9]([C:12]([F:15])([F:14])[F:13])=[CH:10][N:11]=1)[CH3:2]. (5) Reactant: [C:1]([NH:4][C@@H:5]([CH3:41])[CH2:6][O:7][C:8]1[CH:12]=[C:11]([C:13]([NH:15][C:16]2[CH:21]=[CH:20][C:19]([O:22][CH2:23][CH:24]3[CH2:26][CH2:25]3)=[CH:18][C:17]=2[S:27]CCC(OCC(CC)CCCC)=O)=O)[O:10][N:9]=1)(=[O:3])[CH3:2].[O-]CC.[Na+].FC(F)(F)C(O)=O.C(=O)([O-])O.[Na+]. Product: [CH:24]1([CH2:23][O:22][C:19]2[CH:20]=[CH:21][C:16]3[N:15]=[C:13]([C:11]4[O:10][N:9]=[C:8]([O:7][CH2:6][C@@H:5]([NH:4][C:1](=[O:3])[CH3:2])[CH3:41])[CH:12]=4)[S:27][C:17]=3[CH:18]=2)[CH2:26][CH2:25]1. The catalyst class is: 1.